This data is from Reaction yield outcomes from USPTO patents with 853,638 reactions. The task is: Predict the reaction yield, written as a fraction of the theoretical maximum amount of product (1.0 means a 100% yield; for example, 0.34 means a 34% yield). (1) The reactants are [O:1]=[C:2]1[CH2:8][CH2:7][CH2:6][CH2:5][CH2:4][N:3]1[C:9]1[CH:10]=[C:11]2[C:15](=[CH:16][CH:17]=1)[N:14](C(OC(C)(C)C)=O)[CH2:13][CH2:12]2.BrCCCCCC(Cl)=O.Cl. The catalyst is O1CCOCC1. The product is [NH:14]1[C:15]2[C:11](=[CH:10][C:9]([N:3]3[CH2:4][CH2:5][CH2:6][CH2:7][CH2:8][C:2]3=[O:1])=[CH:17][CH:16]=2)[CH2:12][CH2:13]1. The yield is 1.00. (2) The reactants are [Br:1][C:2]1[CH:7]=[CH:6][C:5]([CH:8]([C:19]2[CH:24]=[CH:23][CH:22]=[C:21]([O:25][CH3:26])[CH:20]=2)[CH2:9][N:10]2[CH:14](OCC)[CH2:13][CH2:12][C:11]2=O)=[CH:4][CH:3]=1.[CH2:27](O)[CH3:28]. The catalyst is CCOC(C)=O. The product is [Br:1][C:2]1[CH:3]=[CH:4][C:5]([C@H:8]2[C:19]3[C:24](=[CH:23][CH:22]=[C:21]([O:25][CH2:26][CH2:12][CH2:11][N:10]4[CH2:28][CH2:27][CH2:5][CH2:8][CH2:9]4)[CH:20]=3)[C@H:11]3[CH2:12][CH2:13][CH2:14][N:10]3[CH2:9]2)=[CH:6][CH:7]=1. The yield is 0.780. (3) The reactants are N[CH2:2][CH2:3][N:4]1[CH2:8][CH2:7][CH2:6][C@@H:5]1[CH2:9][N:10]1[N:19]=[C:18]([CH2:20][C:21]2[CH:26]=[CH:25][C:24]([Cl:27])=[CH:23][CH:22]=2)[C:17]2[C:12](=[CH:13][CH:14]=[CH:15][CH:16]=2)[C:11]1=[O:28].C([N:31](CC)CC)C.[F:36][C:37]([F:43])([F:42])[CH2:38][C:39](Cl)=[O:40]. The catalyst is C(Cl)Cl. The product is [Cl:27][C:24]1[CH:25]=[CH:26][C:21]([CH2:20][C:18]2[C:17]3[C:12](=[CH:13][CH:14]=[CH:15][CH:16]=3)[C:11](=[O:28])[N:10]([CH2:9][C@H:5]3[CH2:6][CH2:7][CH2:8][N:4]3[CH2:3][CH2:2][CH:38]([C:37]([F:43])([F:42])[F:36])[C:39]([NH2:31])=[O:40])[N:19]=2)=[CH:22][CH:23]=1. The yield is 0.540. (4) The reactants are [F:1][C:2]1[CH:10]=[C:9]2[C:5]([C:6]([C:20]3[CH:21]=[C:22]4[C:26](=[CH:27][CH:28]=3)[NH:25][N:24]=[CH:23]4)=[CH:7][N:8]2[S:11]([C:14]2[CH:19]=[CH:18][CH:17]=[CH:16][CH:15]=2)(=[O:13])=[O:12])=[CH:4][CH:3]=1.C([O-])([O-])=O.[Cs+].[Cs+].CS(O[CH:40]1[CH2:45][CH2:44][N:43]([C:46]([O:48][C:49]([CH3:52])([CH3:51])[CH3:50])=[O:47])[CH2:42][CH2:41]1)(=O)=O. The catalyst is CN(C=O)C. The product is [F:1][C:2]1[CH:10]=[C:9]2[C:5]([C:6]([C:20]3[CH:21]=[C:22]4[C:26](=[CH:27][CH:28]=3)[N:25]([CH:40]3[CH2:45][CH2:44][N:43]([C:46]([O:48][C:49]([CH3:52])([CH3:51])[CH3:50])=[O:47])[CH2:42][CH2:41]3)[N:24]=[CH:23]4)=[CH:7][N:8]2[S:11]([C:14]2[CH:15]=[CH:16][CH:17]=[CH:18][CH:19]=2)(=[O:13])=[O:12])=[CH:4][CH:3]=1. The yield is 0.660. (5) The reactants are [N+:1]([C:4]1[CH:5]=[CH:6][C:7]2[O:11][CH2:10][CH2:9][C:8]=2[CH:12]=1)([O-])=O.[H][H]. The catalyst is [Ni].CO. The product is [NH2:1][C:4]1[CH:5]=[CH:6][C:7]2[O:11][CH2:10][CH2:9][C:8]=2[CH:12]=1. The yield is 0.972. (6) The reactants are CC1(C)[O:7][C@H:6]([C@@H:8]([CH:32]=C)[C@H:9](O)[CH2:10][O:11]C(C2C=CC=CC=2)(C2C=CC=CC=2)C2C=CC=CC=2)[CH2:5][CH2:4][O:3]1.C1(P(C2C=CC=CC=2)C2C=CC=CC=2)C=CC=CC=1.CCOC(/N=N/C(OCC)=O)=O.C1(P([N:80]=[N+:81]=[N-:82])(C2C=CC=CC=2)=O)C=CC=CC=1. The catalyst is C1COCC1. The product is [N:80]([C@@H:9]1[C@@H:8]2[C@@H:32]([O:3][CH2:4][CH2:5][C@@H:6]2[OH:7])[O:11][CH2:10]1)=[N+:81]=[N-:82]. The yield is 0.700. (7) The yield is 0.840. The reactants are [NH:1]1[C:5]2=[N:6][CH:7]=[CH:8][C:9]([C:10]#[C:11][C:12]3[CH:26]=[CH:25][CH:24]=[CH:23][C:13]=3[CH2:14][NH:15]C(=O)OC(C)(C)C)=[C:4]2[CH:3]=[CH:2]1.Cl. The catalyst is CO.CCOCC. The product is [NH:1]1[C:5]2=[N:6][CH:7]=[CH:8][C:9]([C:10]#[C:11][C:12]3[CH:26]=[CH:25][CH:24]=[CH:23][C:13]=3[CH2:14][NH2:15])=[C:4]2[CH:3]=[CH:2]1. (8) The reactants are O[C:2]1[C:7]([C:8]#[N:9])=[CH:6][N:5]=[C:4]2[C:10]3[CH:16]=[C:15]([N+:17]([O-:19])=[O:18])[CH:14]=[CH:13][C:11]=3[S:12][C:3]=12.P(Cl)(Cl)([Cl:22])=O. No catalyst specified. The product is [Cl:22][C:2]1[C:7]([C:8]#[N:9])=[CH:6][N:5]=[C:4]2[C:10]3[CH:16]=[C:15]([N+:17]([O-:19])=[O:18])[CH:14]=[CH:13][C:11]=3[S:12][C:3]=12. The yield is 0.730.